From a dataset of Reaction yield outcomes from USPTO patents with 853,638 reactions. Predict the reaction yield, written as a fraction of the theoretical maximum amount of product (1.0 means a 100% yield; for example, 0.34 means a 34% yield). The reactants are I[C:2]1[CH:19]=[N:18][C:5]2[NH:6][CH2:7][CH2:8][N:9]([C:10]([C:12]3[CH:17]=[CH:16][CH:15]=[CH:14][CH:13]=3)=O)[C:4]=2[CH:3]=1.[CH2:20]([O:22][C:23]([C:25]1[CH:30]=[CH:29][C:28](B(O)O)=[CH:27][CH:26]=1)=[O:24])[CH3:21]. No catalyst specified. The product is [CH2:20]([O:22][C:23](=[O:24])[C:25]1[CH:30]=[CH:29][C:28]([C:2]2[CH:19]=[N:18][C:5]3[NH:6][CH2:7][CH2:8][N:9]([CH2:10][C:12]4[CH:17]=[CH:16][CH:15]=[CH:14][CH:13]=4)[C:4]=3[CH:3]=2)=[CH:27][CH:26]=1)[CH3:21]. The yield is 0.420.